Task: Predict the reactants needed to synthesize the given product.. Dataset: Full USPTO retrosynthesis dataset with 1.9M reactions from patents (1976-2016) (1) Given the product [Br:1][C:2]1[N:3]=[CH:4][C:5]2[N:6]([CH:10]=[CH:11][N:8]=2)[CH:7]=1, predict the reactants needed to synthesize it. The reactants are: [Br:1][C:2]1[N:3]=[CH:4][C:5]([NH2:8])=[N:6][CH:7]=1.Cl[CH2:10][CH:11]=O. (2) Given the product [CH:9]1([C:14]([C:19]2[CH:20]=[CH:21][CH:22]=[CH:23][CH:24]=2)([CH3:1])[C:15]([O:17][CH3:18])=[O:16])[CH2:13][CH2:12][CH2:11][CH2:10]1, predict the reactants needed to synthesize it. The reactants are: [CH:1]([N-]C(C)C)(C)C.[Li+].[CH:9]1([CH:14]([C:19]2[CH:24]=[CH:23][CH:22]=[CH:21][CH:20]=2)[C:15]([O:17][CH3:18])=[O:16])[CH2:13][CH2:12][CH2:11][CH2:10]1.CI. (3) Given the product [OH:8][CH2:9][CH:10]1[C:14]2[NH:15][C:16]([C:18]3[CH:27]=[CH:26][CH:25]=[C:24]4[C:19]=3[N:20]=[C:21]([NH:29][C:30]3([CH3:33])[CH2:31][CH2:32]3)[C:22]([CH3:28])=[N:23]4)=[CH:17][C:13]=2[C:12](=[O:34])[NH:11]1, predict the reactants needed to synthesize it. The reactants are: C([O:8][CH2:9][CH:10]1[C:14]2[NH:15][C:16]([C:18]3[CH:27]=[CH:26][CH:25]=[C:24]4[C:19]=3[N:20]=[C:21]([NH:29][C:30]3([CH3:33])[CH2:32][CH2:31]3)[C:22]([CH3:28])=[N:23]4)=[CH:17][C:13]=2[C:12](=[O:34])[NH:11]1)C1C=CC=CC=1.B(Cl)(Cl)Cl.